Dataset: Catalyst prediction with 721,799 reactions and 888 catalyst types from USPTO. Task: Predict which catalyst facilitates the given reaction. Reactant: [O:1]1[C:5]([CH2:6][C:7]#[N:8])=[CH:4][CH:3]=[N:2]1.O=[C:10]1[CH2:15][CH2:14][N:13]([C:16]([O:18][C:19]([CH3:22])([CH3:21])[CH3:20])=[O:17])[CH2:12][CH2:11]1.C([O-])(=O)C.[NH4+]. Product: [C:7]([C:6]([C:5]1[O:1][N:2]=[CH:3][CH:4]=1)=[C:10]1[CH2:15][CH2:14][N:13]([C:16]([O:18][C:19]([CH3:22])([CH3:21])[CH3:20])=[O:17])[CH2:12][CH2:11]1)#[N:8]. The catalyst class is: 11.